This data is from Full USPTO retrosynthesis dataset with 1.9M reactions from patents (1976-2016). The task is: Predict the reactants needed to synthesize the given product. (1) Given the product [Cl:18][C:6]1[N:5]=[CH:4][N:3]=[C:2]([NH:26][S:25](=[O:28])(=[O:27])[NH:24][CH2:23][CH2:22][O:21][CH3:20])[C:7]=1[O:8][C:9]1[CH:14]=[C:13]([O:15][CH3:16])[CH:12]=[CH:11][C:10]=1[Cl:17], predict the reactants needed to synthesize it. The reactants are: Cl[C:2]1[C:7]([O:8][C:9]2[CH:14]=[C:13]([O:15][CH3:16])[CH:12]=[CH:11][C:10]=2[Cl:17])=[C:6]([Cl:18])[N:5]=[CH:4][N:3]=1.[K].[CH3:20][O:21][CH2:22][CH2:23][NH:24][S:25](=[O:28])(=[O:27])[NH2:26]. (2) Given the product [C:10]([NH:13][C:14]1[CH:21]=[CH:20][C:17]([CH:18]=[N:1][NH:2][C:3]([NH2:5])=[S:4])=[CH:16][C:15]=1[I:22])(=[O:12])[CH3:11], predict the reactants needed to synthesize it. The reactants are: [NH2:1][NH:2][C:3]([NH2:5])=[S:4].C(O)(=O)C.[C:10]([NH:13][C:14]1[CH:21]=[CH:20][C:17]([CH:18]=O)=[CH:16][C:15]=1[I:22])(=[O:12])[CH3:11]. (3) Given the product [CH3:1][C:2]1[C:3]2[CH:17]=[C:16]([O:18][C:19]3[CH:20]=[CH:21][CH:22]=[C:23]([N+:25]([O-:27])=[O:26])[CH:24]=3)[CH:15]=[CH:14][C:4]=2[S:5][C:6]=1[C:7]1[CH:12]=[CH:11][N:10]=[C:9]([NH2:13])[N:8]=1, predict the reactants needed to synthesize it. The reactants are: [CH3:1][C:2]1[C:3]2[CH:17]=[C:16]([O:18][C:19]3[CH:24]=[CH:23][CH:22]=[CH:21][CH:20]=3)[CH:15]=[CH:14][C:4]=2[S:5][C:6]=1[C:7]1[CH:12]=[CH:11][N:10]=[C:9]([NH2:13])[N:8]=1.[N+:25](C1C=C(O)C=CC=1)([O-:27])=[O:26].C1(O)C=CC=CC=1.